Dataset: Catalyst prediction with 721,799 reactions and 888 catalyst types from USPTO. Task: Predict which catalyst facilitates the given reaction. (1) Reactant: [CH3:1][O:2][C:3]([C:5]1[N:6]=[CH:7][C:8]2[CH:9]=[CH:10][N:11]([CH2:17][C:18]3[CH:23]=[CH:22][CH:21]=[CH:20][CH:19]=3)[C:12](=[O:16])[C:13]=2[C:14]=1[OH:15])=[O:4].CC1C=C(C)N=C(C)C=1.CC1C([IH+:40])=C(C)N=C(C)C=1.F[P-](F)(F)(F)(F)F. Product: [CH3:1][O:2][C:3]([C:5]1[N:6]=[C:7]([I:40])[C:8]2[CH:9]=[CH:10][N:11]([CH2:17][C:18]3[CH:23]=[CH:22][CH:21]=[CH:20][CH:19]=3)[C:12](=[O:16])[C:13]=2[C:14]=1[OH:15])=[O:4]. The catalyst class is: 2. (2) Reactant: [CH:1]1([C:4]2[CH:5]=[N:6][C:7]([NH:13][C:14]3[CH:15]=[C:16]4[C:20](=[C:21](/[CH:23]=[CH:24]/[CH2:25][O:26][CH3:27])[CH:22]=3)[N:19]([CH3:28])[CH:18]=[CH:17]4)=[C:8]([CH:12]=2)[C:9]([OH:11])=[O:10])[CH2:3][CH2:2]1. Product: [CH:1]1([C:4]2[CH:5]=[N:6][C:7]([NH:13][C:14]3[CH:15]=[C:16]4[C:20](=[C:21]([CH2:23][CH2:24][CH2:25][O:26][CH3:27])[CH:22]=3)[N:19]([CH3:28])[CH:18]=[CH:17]4)=[C:8]([CH:12]=2)[C:9]([OH:11])=[O:10])[CH2:2][CH2:3]1. The catalyst class is: 19. (3) Product: [Cl:1][C:2]1[CH:3]=[CH:4][C:5]2[N:11]3[CH:12]=[CH:13][CH:14]=[C:10]3[C@@H:9]([CH2:15][C:16]([N:42]3[CH2:47][CH2:46][CH:45]([CH2:48][C:49]([O:51][CH2:52][CH3:53])=[O:50])[CH2:44][CH2:43]3)=[O:17])[O:8][C@H:7]([C:19](=[O:28])[C:20]3[CH:25]=[CH:24][CH:23]=[C:22]([Cl:26])[C:21]=3[Cl:27])[C:6]=2[CH:29]=1. The catalyst class is: 46. Reactant: [Cl:1][C:2]1[CH:3]=[CH:4][C:5]2[N:11]3[CH:12]=[CH:13][CH:14]=[C:10]3[C@@H:9]([CH2:15][C:16](O)=[O:17])[O:8][C@H:7]([C:19](=[O:28])[C:20]3[CH:25]=[CH:24][CH:23]=[C:22]([Cl:26])[C:21]=3[Cl:27])[C:6]=2[CH:29]=1.C(N=C=NCCCN(C)C)C.Cl.[NH:42]1[CH2:47][CH2:46][CH:45]([CH2:48][C:49]([O:51][CH2:52][CH3:53])=[O:50])[CH2:44][CH2:43]1.O.ON1C2C=CC=CC=2N=N1. (4) Reactant: [C:1]([C:3]1[CH:8]=[CH:7][C:6]([NH:9][S:10](Cl)(=[O:12])=[O:11])=[C:5]([O:14][CH3:15])[CH:4]=1)#[N:2].[Br:16][C:17]1[CH:23]=[CH:22][CH:21]=[CH:20][C:18]=1[NH2:19]. Product: [C:1]([C:3]1[CH:8]=[CH:7][C:6]([NH:9][S:10]([NH:19][C:18]2[CH:20]=[CH:21][CH:22]=[CH:23][C:17]=2[Br:16])(=[O:12])=[O:11])=[C:5]([O:14][CH3:15])[CH:4]=1)#[N:2]. The catalyst class is: 3. (5) Reactant: [H-].[H-].[H-].[H-].[Li+].[Al+3].[CH2:7]([O:14][C:15]1[C:20]2[CH2:21][CH2:22][O:23][C:19]=2[CH:18]=[C:17]([C:24](OCC)=[O:25])[CH:16]=1)[C:8]1[CH:13]=[CH:12][CH:11]=[CH:10][CH:9]=1.[O-]S([O-])(=O)=O.[Na+].[Na+]. Product: [CH2:7]([O:14][C:15]1[C:20]2[CH2:21][CH2:22][O:23][C:19]=2[CH:18]=[C:17]([CH2:24][OH:25])[CH:16]=1)[C:8]1[CH:9]=[CH:10][CH:11]=[CH:12][CH:13]=1. The catalyst class is: 1. (6) Reactant: [CH2:1]([NH2:10])[CH2:2][CH2:3][CH2:4][CH2:5][CH2:6][CH2:7][CH2:8][CH3:9]. Product: [C:1](#[N:10])[CH2:2][CH2:3][CH2:4][CH2:5][CH2:6][CH2:7][CH2:8][CH3:9]. The catalyst class is: 769. (7) Reactant: [H-].[Na+].[CH2:3]([O:10][C:11]1[CH:16]=[CH:15][C:14]([OH:17])=[CH:13][CH:12]=1)[C:4]1[CH:9]=[CH:8][CH:7]=[CH:6][CH:5]=1.S(O[CH2:29][C@H:30]1[CH2:34][CH2:33][CH2:32][N:31]1[C:35]([O:37][C:38]([CH3:41])([CH3:40])[CH3:39])=[O:36])(C1C=CC(C)=CC=1)(=O)=O. Product: [C:38]([O:37][C:35]([N:31]1[CH2:32][CH2:33][CH2:34][CH:30]1[CH2:29][O:17][C:14]1[CH:13]=[CH:12][C:11]([O:10][CH2:3][C:4]2[CH:5]=[CH:6][CH:7]=[CH:8][CH:9]=2)=[CH:16][CH:15]=1)=[O:36])([CH3:41])([CH3:39])[CH3:40]. The catalyst class is: 3.